Predict the reaction yield, written as a fraction of the theoretical maximum amount of product (1.0 means a 100% yield; for example, 0.34 means a 34% yield). From a dataset of Reaction yield outcomes from USPTO patents with 853,638 reactions. (1) The product is [F:20][C:21]([F:31])([F:30])[C:22]([C:2]1[CH:3]=[N:4][N:5]([CH2:7][CH2:8][CH2:9][CH2:10][C:11]([F:14])([F:13])[F:12])[CH:6]=1)=[O:23]. The catalyst is O1CCCC1. The yield is 0.640. The reactants are I[C:2]1[CH:3]=[N:4][N:5]([CH2:7][CH2:8][CH2:9][CH2:10][C:11]([F:14])([F:13])[F:12])[CH:6]=1.C([Mg]Cl)(C)C.[F:20][C:21]([F:31])([F:30])[C:22](N1CCCCC1)=[O:23]. (2) The reactants are [Cl:1][C:2]1[CH:3]=[C:4]([NH:16][C:17]2[C:26]3[C:21](=[CH:22][C:23](F)=[C:24]([N+:27]([O-:29])=[O:28])[CH:25]=3)[N:20]=[CH:19][N:18]=2)[CH:5]=[CH:6][C:7]=1[O:8][CH2:9][C:10]1[CH:15]=[CH:14][CH:13]=[CH:12][N:11]=1.C[Si](C)(C)[O-].[K+].[O:37]1[CH2:41][CH2:40][C@H:39]([OH:42])[CH2:38]1.O. The catalyst is CN(C=O)C. The product is [Cl:1][C:2]1[CH:3]=[C:4]([NH:16][C:17]2[C:26]3[C:21](=[CH:22][C:23]([O:42][C@H:39]4[CH2:40][CH2:41][O:37][CH2:38]4)=[C:24]([N+:27]([O-:29])=[O:28])[CH:25]=3)[N:20]=[CH:19][N:18]=2)[CH:5]=[CH:6][C:7]=1[O:8][CH2:9][C:10]1[CH:15]=[CH:14][CH:13]=[CH:12][N:11]=1. The yield is 0.818. (3) The reactants are [Cl:1][C:2]1[N:7]=[C:6]([NH:8][C:9]2[C:10]([NH2:15])=[CH:11][CH:12]=[CH:13][CH:14]=2)[C:5]([F:16])=[CH:4][N:3]=1.[CH3:17][S:18](Cl)(=[O:20])=[O:19]. The catalyst is N1C=CC=CC=1.O.C(OCC)(=O)C. The product is [Cl:1][C:2]1[N:7]=[C:6]([NH:8][C:9]2[CH:14]=[CH:13][CH:12]=[CH:11][C:10]=2[NH:15][S:18]([CH3:17])(=[O:20])=[O:19])[C:5]([F:16])=[CH:4][N:3]=1. The yield is 0.720.